Dataset: Forward reaction prediction with 1.9M reactions from USPTO patents (1976-2016). Task: Predict the product of the given reaction. (1) Given the reactants [CH3:1][O:2][C:3]1[CH:8]=[CH:7][CH:6]=[CH:5][C:4]=1[C:9]1[C:17]2[C:12](=[N:13][CH:14]=[C:15](B3OC(C)(C)C(C)(C)O3)[CH:16]=2)[N:11](COCC[Si](C)(C)C)C=1.C[O:36][C:37]([C:39]1[S:43][C:42](Br)=[N:41][CH:40]=1)=[O:38].C(#[N:47])C.C([O-])([O-])=O.[Na+].[Na+], predict the reaction product. The product is: [CH3:1][O:2][C:3]1[CH:8]=[CH:7][CH:6]=[CH:5][C:4]=1[C:9]1[C:17]2[C:12](=[N:13][CH:14]=[C:15]([C:42]3[S:43][C:39]([C:37]([OH:36])=[O:38])=[CH:40][N:41]=3)[CH:16]=2)[NH:11][N:47]=1. (2) Given the reactants [Cl:1][C:2]1[CH:3]=[C:4]([NH:9][C:10]([C@@H:12]2[C@H:17]([C:18]3[N:22]([CH3:23])[N:21]=[C:20]([C:24]([F:27])([F:26])[F:25])[CH:19]=3)[C@H:16]3[O:28][C@@H:13]2[CH2:14][CH2:15]3)=[O:11])[CH:5]=[CH:6][C:7]=1[Cl:8].N1CCOCC1, predict the reaction product. The product is: [Cl:1][C:2]1[CH:3]=[C:4]([NH:9][C:10]([C@H:12]2[C@H:17]([C:18]3[N:22]([CH3:23])[N:21]=[C:20]([C:24]([F:27])([F:25])[F:26])[CH:19]=3)[C@H:16]3[O:28][C@@H:13]2[CH2:14][CH2:15]3)=[O:11])[CH:5]=[CH:6][C:7]=1[Cl:8]. (3) The product is: [O:13]1[CH:14]=[C:10]([C:7]2[CH:6]=[CH:5][C:4]([NH2:1])=[CH:9][CH:8]=2)[N:11]=[CH:12]1. Given the reactants [N+:1]([C:4]1[CH:9]=[CH:8][C:7]([C:10]2[N:11]=[CH:12][O:13][CH:14]=2)=[CH:6][CH:5]=1)([O-])=O.C(O)C.[H][H], predict the reaction product. (4) Given the reactants [CH3:1][O:2][C:3]([O:6][CH3:7])([CH3:5])[CH3:4].C1(C)C=CC(S([O-])(=O)=O)=CC=1.[NH+]1C=CC=CC=1.[I:25][C:26]1([CH2:29][C@H](O)CO)[CH2:28][CH2:27]1, predict the reaction product. The product is: [I:25][C:26]1([CH2:29][C@H:1]2[CH2:7][O:6][C:3]([CH3:5])([CH3:4])[O:2]2)[CH2:28][CH2:27]1. (5) Given the reactants [NH4+].[N:2]#[C:3][S-:4].[CH3:5][CH:6]([CH3:10])[C:7](Cl)=[O:8].[NH2:11][C:12]1[CH:13]=[C:14]([CH:31]=[CH:32][C:33]=1[CH3:34])[C:15]([N:17]1[CH2:22][CH2:21][CH:20]([C:23]2[CH:30]=[CH:29][C:26]([C:27]#[N:28])=[CH:25][CH:24]=2)[CH2:19][CH2:18]1)=[O:16], predict the reaction product. The product is: [C:27]([C:26]1[CH:25]=[CH:24][C:23]([CH:20]2[CH2:19][CH2:18][N:17]([C:15]([C:14]3[CH:31]=[CH:32][C:33]([CH3:34])=[C:12]([NH:11][C:3]([NH:2][C:7](=[O:8])[CH:6]([CH3:10])[CH3:5])=[S:4])[CH:13]=3)=[O:16])[CH2:22][CH2:21]2)=[CH:30][CH:29]=1)#[N:28]. (6) Given the reactants Cl[C:2]1[C:3]2[C:10]([C:11]3[CH:16]=[CH:15][C:14]([O:17][CH3:18])=[CH:13][CH:12]=3)=[C:9]([C:19]3[CH:24]=[CH:23][CH:22]=[CH:21][CH:20]=3)[O:8][C:4]=2[N:5]=[CH:6][N:7]=1.[NH2:25][C:26]1[CH:27]=[C:28]([OH:32])[CH:29]=[CH:30][CH:31]=1.C(=O)([O-])[O-].[K+].[K+], predict the reaction product. The product is: [CH3:18][O:17][C:14]1[CH:15]=[CH:16][C:11]([C:10]2[C:3]3[C:2]([O:32][C:28]4[CH:27]=[C:26]([CH:31]=[CH:30][CH:29]=4)[NH2:25])=[N:7][CH:6]=[N:5][C:4]=3[O:8][C:9]=2[C:19]2[CH:20]=[CH:21][CH:22]=[CH:23][CH:24]=2)=[CH:12][CH:13]=1.